From a dataset of Forward reaction prediction with 1.9M reactions from USPTO patents (1976-2016). Predict the product of the given reaction. (1) The product is: [Cl:22][C:6]1[CH:5]=[C:4]([CH:9]=[C:8]([N:10]([S:18]([CH3:21])(=[O:20])=[O:19])[CH2:11][C:12]2[CH:17]=[CH:16][CH:15]=[CH:14][N:13]=2)[CH:7]=1)[C:3]([OH:23])=[O:2]. Given the reactants C[O:2][C:3](=[O:23])[C:4]1[CH:9]=[C:8]([N:10]([S:18]([CH3:21])(=[O:20])=[O:19])[CH2:11][C:12]2[CH:17]=[CH:16][CH:15]=[CH:14][N:13]=2)[CH:7]=[C:6]([Cl:22])[CH:5]=1.[OH-].[Na+], predict the reaction product. (2) Given the reactants OP(O)(O)=O.[C:6]([C:10]1[CH:15]=[CH:14][N:13]=[CH:12][CH:11]=1)(=O)[CH2:7][CH3:8].[NH:16]([C:18]1C=[CH:25][C:21]([C:22]([OH:24])=[O:23])=[CH:20][CH:19]=1)N, predict the reaction product. The product is: [N:13]1[CH:14]=[CH:15][C:10]([C:6]2[NH:16][C:18]3[C:8]([CH:7]=2)=[CH:25][C:21]([C:22]([OH:24])=[O:23])=[CH:20][CH:19]=3)=[CH:11][CH:12]=1. (3) Given the reactants [CH:1]1([CH2:4][N:5]2[CH2:10][CH2:9][N:8]([C@@H:11]3[CH2:16][CH2:15][C@H:14]([NH2:17])[CH2:13][CH2:12]3)[CH2:7][CH2:6]2)[CH2:3][CH2:2]1.C1(N2[C:32]3[N:31]=[C:30]([NH:33][CH:34]4[CH2:38][C:37]5=[C:39]([C:43]([OH:45])=O)[CH:40]=[CH:41][CH:42]=[C:36]5[O:35]4)[N:29]=[CH:28][C:27]=3[N:26]([CH3:46])[C:25](=[O:47])[C@H:24]2[CH2:48][CH3:49])CCCC1.F[B-](F)(F)F.N1(OC(N(C)C)=[N+](C)C)C2[CH:60]=[CH:61][CH:62]=[CH:63][C:58]=2N=N1.C([N:75](C(C)C)CC)(C)C.[NH3:81].[OH2:82], predict the reaction product. The product is: [CH:60]1([N:81]2[C:28]3[N:29]=[C:30]([NH:33][C:34]4[CH:41]=[CH:40][C:39]([C:43]([NH:17][C@H:14]5[CH2:15][CH2:16][C@@H:11]([N:8]6[CH2:9][CH2:10][N:5]([CH2:4][CH:1]7[CH2:2][CH2:3]7)[CH2:6][CH2:7]6)[CH2:12][CH2:13]5)=[O:45])=[C:37]5[C:38]=4[O:82][CH2:42][CH2:36]5)[N:31]=[CH:32][C:27]=3[N:26]([CH3:46])[C:25](=[O:47])[C@H:24]2[CH2:48][CH3:49])[CH2:61][CH2:62][CH2:63][CH2:58]1.[CH:63]1([CH2:58][CH:7]2[CH2:6][NH:5][CH2:10][CH2:9][N:8]2[C@@H:11]2[CH2:12][CH2:13][C@H:14]([C:39]3([C:43]([NH2:75])=[O:45])[CH:37]4[CH2:38][CH2:34][O:35][C:36]4=[CH:42][CH:41]=[CH:40]3)[CH2:15][CH2:16]2)[CH2:61][CH2:62]1. (4) Given the reactants Cl[C:2]1[CH:7]=[C:6]([O:8][C:9]2[CH:10]=[CH:11][C:12]([NH2:16])=[N:13][C:14]=2[CH3:15])[CH:5]=[CH:4][N:3]=1.[CH3:17][C:18]1[CH:23]=[C:22](B2OC(C)(C)C(C)(C)O2)[CH:21]=[CH:20][N:19]=1.C(=O)([O-])[O-].[K+].[K+], predict the reaction product. The product is: [CH3:15][C:14]1[N:13]=[C:12]([NH2:16])[CH:11]=[CH:10][C:9]=1[O:8][C:6]1[CH:5]=[CH:4][N:3]=[C:2]([C:22]2[CH:21]=[CH:20][N:19]=[C:18]([CH3:17])[CH:23]=2)[CH:7]=1. (5) Given the reactants [CH3:1][O:2][C:3]1[CH:4]=[C:5]2[C:10](=[CH:11][C:12]=1[CH:13]=[O:14])[N:9]([CH3:15])[C:8](=[O:16])[CH2:7][CH2:6]2.P([O-])(O)(O)=[O:18].[Na+].CC(=CC)C.Cl([O-])=O.[Na+], predict the reaction product. The product is: [CH3:1][O:2][C:3]1[CH:4]=[C:5]2[C:10](=[CH:11][C:12]=1[C:13]([OH:18])=[O:14])[N:9]([CH3:15])[C:8](=[O:16])[CH2:7][CH2:6]2.